Dataset: Forward reaction prediction with 1.9M reactions from USPTO patents (1976-2016). Task: Predict the product of the given reaction. Given the reactants [C:1]([O:5][C:6](=[O:33])[NH:7][C:8]1[CH:13]=[CH:12][C:11]([O:14][C:15]2[CH:20]=[CH:19][C:18]([NH:21][C:22]([C:24]3[S:25][C:26]([Br:29])=[CH:27][CH:28]=3)=[O:23])=[CH:17][C:16]=2[N+:30]([O-])=O)=[CH:10][CH:9]=1)([CH3:4])([CH3:3])[CH3:2].[NH4+].[Cl-], predict the reaction product. The product is: [C:1]([O:5][C:6](=[O:33])[NH:7][C:8]1[CH:9]=[CH:10][C:11]([O:14][C:15]2[CH:20]=[CH:19][C:18]([NH:21][C:22]([C:24]3[S:25][C:26]([Br:29])=[CH:27][CH:28]=3)=[O:23])=[CH:17][C:16]=2[NH2:30])=[CH:12][CH:13]=1)([CH3:4])([CH3:2])[CH3:3].